Dataset: Full USPTO retrosynthesis dataset with 1.9M reactions from patents (1976-2016). Task: Predict the reactants needed to synthesize the given product. (1) Given the product [ClH:33].[CH:1]([S:4][C:5]1[S:32][C:8]2[O:9][C:10]3[CH:30]=[C:29]([CH3:31])[CH:28]=[CH:27][C:11]=3[N:12]=[C:13]([N:14]3[CH2:19][CH2:18][N:17]([CH2:20][C:21]([CH3:25])([CH3:26])[C:22]([OH:24])=[O:23])[CH2:16][CH2:15]3)[C:7]=2[CH:6]=1)([CH3:3])[CH3:2], predict the reactants needed to synthesize it. The reactants are: [CH:1]([S:4][C:5]1[S:32][C:8]2[O:9][C:10]3[CH:30]=[C:29]([CH3:31])[CH:28]=[CH:27][C:11]=3[N:12]=[C:13]([N:14]3[CH2:19][CH2:18][N:17]([CH2:20][C:21]([CH3:26])([CH3:25])[C:22]([OH:24])=[O:23])[CH2:16][CH2:15]3)[C:7]=2[CH:6]=1)([CH3:3])[CH3:2].[ClH:33]. (2) Given the product [F:1][C:2]1[C:10]2[N:9]=[C:8]([CH:11]=[O:12])[NH:7][C:6]=2[CH:5]=[CH:4][CH:3]=1, predict the reactants needed to synthesize it. The reactants are: [F:1][C:2]1[C:10]2[N:9]=[C:8]([CH2:11][OH:12])[NH:7][C:6]=2[CH:5]=[CH:4][CH:3]=1.FC1C=CC=C(N)C=1N.C(O)(=O)CO. (3) Given the product [CH3:1][O:2][C:3]([C:5]1[C:10]([C:11]([F:14])([F:13])[F:12])=[N:9][C:8]([Br:33])=[C:7]([C:16]2[CH:21]=[CH:20][C:19]([Cl:22])=[CH:18][CH:17]=2)[N:6]=1)=[O:4], predict the reactants needed to synthesize it. The reactants are: [CH3:1][O:2][C:3]([C:5]1[C:10]([C:11]([F:14])([F:13])[F:12])=[N:9][C:8](N)=[C:7]([C:16]2[CH:21]=[CH:20][C:19]([Cl:22])=[CH:18][CH:17]=2)[N:6]=1)=[O:4].C(ON=O)CC(C)C.C[Si](C)(C)[Br:33].C(=O)(O)[O-].[Na+]. (4) Given the product [ClH:7].[Cl:7][CH2:8][CH2:9][CH2:10][N:1]1[CH2:6][CH2:5][S:4][CH2:3][CH2:2]1, predict the reactants needed to synthesize it. The reactants are: [NH:1]1[CH2:6][CH2:5][S:4][CH2:3][CH2:2]1.[Cl:7][CH2:8][CH2:9][CH2:10]I.Cl. (5) Given the product [Cl:1][C:2]1[N:10]=[C:9]2[C:5]([N:6]=[CH:7][NH:8]2)=[C:4]([N:14]2[CH2:15][CH2:16][O:17][CH2:18][C@@H:13]2[CH3:12])[N:3]=1, predict the reactants needed to synthesize it. The reactants are: [Cl:1][C:2]1[N:10]=[C:9]2[C:5]([N:6]=[CH:7][NH:8]2)=[C:4](Cl)[N:3]=1.[CH3:12][C@H:13]1[CH2:18][O:17][CH2:16][CH2:15][NH:14]1.C(N(CC)C(C)C)(C)C.